Dataset: Full USPTO retrosynthesis dataset with 1.9M reactions from patents (1976-2016). Task: Predict the reactants needed to synthesize the given product. (1) Given the product [CH2:47]([NH:49][C:50]([NH:52][C:53]1[CH:54]=[CH:55][C:56]([C:59]2[N:60]=[C:61]([N:69]3[CH2:70][CH2:71][O:72][CH2:73][CH2:74]3)[C:62]3[CH2:68][CH2:67][N:66]([C:7]([C:2]4[N:1]=[CH:6][CH:5]=[CH:4][N:3]=4)=[O:9])[CH2:65][C:63]=3[N:64]=2)=[CH:57][CH:58]=1)=[O:51])[CH3:48], predict the reactants needed to synthesize it. The reactants are: [N:1]1[CH:6]=[CH:5][CH:4]=[N:3][C:2]=1[C:7]([O-:9])=O.[Na+].CN(C)C=O.ON1C2C=CC=CC=2N=N1.Cl.CN(C)CCCN=C=NCC.C(N(CC)C(C)C)(C)C.[CH2:47]([NH:49][C:50]([NH:52][C:53]1[CH:58]=[CH:57][C:56]([C:59]2[N:60]=[C:61]([N:69]3[CH2:74][CH2:73][O:72][CH2:71][CH2:70]3)[C:62]3[CH2:68][CH2:67][NH:66][CH2:65][C:63]=3[N:64]=2)=[CH:55][CH:54]=1)=[O:51])[CH3:48]. (2) Given the product [C:1]([O:5][C:6]([N:8]1[CH2:11][CH:10]([O:12][C:13]2[CH:18]=[CH:17][C:16]([N:19]3[CH2:28][CH2:27][C:26]4[CH:25]=[C:24]([C:30]5[CH:31]=[CH:32][C:33]([Cl:36])=[CH:34][CH:35]=5)[S:23][C:22]=4[C:20]3=[O:21])=[CH:15][C:14]=2[O:37][CH3:38])[CH2:9]1)=[O:7])([CH3:4])([CH3:3])[CH3:2], predict the reactants needed to synthesize it. The reactants are: [C:1]([O:5][C:6]([N:8]1[CH2:11][CH:10]([O:12][C:13]2[CH:18]=[CH:17][C:16]([NH:19][C:20]([C:22]3[S:23][C:24]([C:30]4[CH:35]=[CH:34][C:33]([Cl:36])=[CH:32][CH:31]=4)=[CH:25][C:26]=3[CH2:27][CH2:28]O)=[O:21])=[CH:15][C:14]=2[O:37][CH3:38])[CH2:9]1)=[O:7])([CH3:4])([CH3:3])[CH3:2].C(P(CCCC)CCCC)CCC.N(C(OC(C)C)=O)=NC(OC(C)C)=O. (3) Given the product [C:9]([O:8][C:6]([C:4]1[N:3]=[C:2]([C:13]([OH:15])=[O:14])[S:1][CH:5]=1)=[O:7])([CH3:12])([CH3:10])[CH3:11], predict the reactants needed to synthesize it. The reactants are: [S:1]1[CH:5]=[C:4]([C:6]([O:8][C:9]([CH3:12])([CH3:11])[CH3:10])=[O:7])[N:3]=[C:2]1[C:13]([O:15]CC)=[O:14].C(OC(C1N=C(C([O-])=O)SC=1)=O)(C)(C)C.[Na+].[Li+].[OH-].